Regression. Given a peptide amino acid sequence and an MHC pseudo amino acid sequence, predict their binding affinity value. This is MHC class II binding data. From a dataset of Peptide-MHC class II binding affinity with 134,281 pairs from IEDB. (1) The peptide sequence is HGGHVSCRVKLSALT. The MHC is DRB1_0802 with pseudo-sequence DRB1_0802. The binding affinity (normalized) is 0.172. (2) The peptide sequence is GEIYKRWIILGLNKI. The MHC is DRB1_0401 with pseudo-sequence DRB1_0401. The binding affinity (normalized) is 0.314. (3) The peptide sequence is DNEAYEMPSEEGYQD. The MHC is HLA-DQA10501-DQB10301 with pseudo-sequence HLA-DQA10501-DQB10301. The binding affinity (normalized) is 0. (4) The peptide sequence is GELQIVDKIDGAFKI. The MHC is DRB1_1101 with pseudo-sequence DRB1_1101. The binding affinity (normalized) is 0.545. (5) The peptide sequence is RQGIFQTVGSGLDHI. The MHC is DRB1_0701 with pseudo-sequence DRB1_0701. The binding affinity (normalized) is 0.725.